This data is from Peptide-MHC class I binding affinity with 185,985 pairs from IEDB/IMGT. The task is: Regression. Given a peptide amino acid sequence and an MHC pseudo amino acid sequence, predict their binding affinity value. This is MHC class I binding data. The MHC is HLA-A24:02 with pseudo-sequence HLA-A24:02. The binding affinity (normalized) is 0. The peptide sequence is VTDVTLLMA.